This data is from Forward reaction prediction with 1.9M reactions from USPTO patents (1976-2016). The task is: Predict the product of the given reaction. (1) Given the reactants [NH2:1][C:2]1[NH:6][N:5]=[C:4]([C:7]([O:9][CH2:10][CH3:11])=[O:8])[CH:3]=1.[C:12]([CH:15]([CH2:21][C:22]([O:24][CH2:25][CH3:26])=[O:23])[C:16](OCC)=[O:17])(=O)[CH3:13], predict the reaction product. The product is: [CH2:25]([O:24][C:22](=[O:23])[CH2:21][C:15]1[C:12]([CH3:13])=[N:1][C:2]2[N:6]([N:5]=[C:4]([C:7]([O:9][CH2:10][CH3:11])=[O:8])[CH:3]=2)[C:16]=1[OH:17])[CH3:26]. (2) Given the reactants Cl[C:2]1[C:7]([N+:8]([O-:10])=[O:9])=[CH:6][CH:5]=[C:4]([Cl:11])[N:3]=1.[CH2:12]([N:14](CC)[CH2:15]C)C.Cl.CNC, predict the reaction product. The product is: [Cl:11][C:4]1[N:3]=[C:2]([N:14]([CH3:15])[CH3:12])[C:7]([N+:8]([O-:10])=[O:9])=[CH:6][CH:5]=1.